From a dataset of Forward reaction prediction with 1.9M reactions from USPTO patents (1976-2016). Predict the product of the given reaction. (1) Given the reactants [Br:1][C:2]1[S:6][C:5]([C:7]([OH:9])=O)=[CH:4][CH:3]=1.C(Cl)(=O)C(Cl)=O.[F:16][C:17]1[CH:23]=[CH:22][CH:21]=[CH:20][C:18]=1[NH2:19].CCN(C(C)C)C(C)C.Cl.[Cl-].[Na+].O, predict the reaction product. The product is: [Br:1][C:2]1[S:6][C:5]([C:7]([NH:19][C:18]2[CH:20]=[CH:21][CH:22]=[CH:23][C:17]=2[F:16])=[O:9])=[CH:4][CH:3]=1. (2) Given the reactants [NH2:1][C:2]1[N:3]=[C:4]([NH:17][CH:18]2[CH2:23][CH2:22][NH:21][CH2:20][CH2:19]2)[S:5][C:6]=1[C:7]([C:9]1[C:14]([F:15])=[CH:13][CH:12]=[CH:11][C:10]=1[F:16])=[O:8].Cl.[N+:25]([C:28]1[CH:29]=[CH:30][C:31]([S:34](Cl)(=[O:36])=[O:35])=[N:32][CH:33]=1)([O-:27])=[O:26], predict the reaction product. The product is: [NH2:1][C:2]1[N:3]=[C:4]([NH:17][CH:18]2[CH2:23][CH2:22][N:21]([S:34]([C:31]3[CH:30]=[CH:29][C:28]([N+:25]([O-:27])=[O:26])=[CH:33][N:32]=3)(=[O:36])=[O:35])[CH2:20][CH2:19]2)[S:5][C:6]=1[C:7]([C:9]1[C:14]([F:15])=[CH:13][CH:12]=[CH:11][C:10]=1[F:16])=[O:8]. (3) Given the reactants [F:1][C:2]1[CH:7]=[CH:6][C:5]([C@H:8]([NH:10][C@H:11]2[CH2:15][CH2:14][C@@H:13]([C:16]3[CH:21]=[CH:20][C:19]([CH2:22][C:23]([OH:25])=O)=[CH:18][CH:17]=3)[CH2:12]2)[CH3:9])=[CH:4][C:3]=1[O:26][CH3:27].Cl.[OH:29][CH:30]1[CH2:33][NH:32][CH2:31]1, predict the reaction product. The product is: [F:1][C:2]1[CH:7]=[CH:6][C:5]([C@H:8]([NH:10][C@H:11]2[CH2:15][CH2:14][C@@H:13]([C:16]3[CH:17]=[CH:18][C:19]([CH2:22][C:23]([N:32]4[CH2:33][CH:30]([OH:29])[CH2:31]4)=[O:25])=[CH:20][CH:21]=3)[CH2:12]2)[CH3:9])=[CH:4][C:3]=1[O:26][CH3:27]. (4) Given the reactants [Br:1][C:2]1[CH:3]=[C:4]2[C:9](=[CH:10][CH:11]=1)[N:8]=[CH:7][NH:6][C:5]2=O.S(Cl)(Cl)=O.CN(C)C=O.C(O)(C)C.[CH3:26][O:27][C:28]1[CH:35]=[C:34]([O:36][CH3:37])[CH:33]=[CH:32][C:29]=1[CH2:30][NH2:31], predict the reaction product. The product is: [Br:1][C:2]1[CH:3]=[C:4]2[C:9](=[CH:10][CH:11]=1)[N:8]=[CH:7][N:6]=[C:5]2[NH:31][CH2:30][C:29]1[CH:32]=[CH:33][C:34]([O:36][CH3:37])=[CH:35][C:28]=1[O:27][CH3:26].